This data is from Full USPTO retrosynthesis dataset with 1.9M reactions from patents (1976-2016). The task is: Predict the reactants needed to synthesize the given product. (1) The reactants are: C([O:8]C([NH:11][C@H:12]([C:16]([O:18][CH2:19][CH2:20][O:21][CH2:22][N:23]1[CH:31]=[N:30][C:29]2[C:24]1=[N:25][CH:26]=[N:27][C:28]=2[NH2:32])=[O:17])[CH:13]([CH3:15])[CH3:14])=O)C1C=CC=CC=1.CO.[ClH:35]. Given the product [OH2:8].[ClH:35].[NH2:11][C@H:12]([C:16]([O:18][CH2:19][CH2:20][O:21][CH2:22][N:23]1[CH:31]=[N:30][C:29]2[C:24]1=[N:25][CH:26]=[N:27][C:28]=2[NH2:32])=[O:17])[CH:13]([CH3:15])[CH3:14], predict the reactants needed to synthesize it. (2) Given the product [NH2:43][CH2:42][C:38]1[CH:37]=[C:36]([S:33]([NH:32][CH2:31][CH2:30][C:27]2[CH:26]=[CH:25][C:24]([CH:20]([NH:19][C:15]3[CH:14]=[C:13]4[C:18](=[CH:17][CH:16]=3)[C:9]([N:8]([C:6]([O:5][C:1]([CH3:4])([CH3:3])[CH3:2])=[O:7])[C:44]([O:46][C:47]([CH3:50])([CH3:48])[CH3:49])=[O:45])=[N:10][CH:11]=[CH:12]4)[C:21]([OH:23])=[O:22])=[CH:29][CH:28]=2)(=[O:34])=[O:35])[CH:41]=[CH:40][CH:39]=1, predict the reactants needed to synthesize it. The reactants are: [C:1]([O:5][C:6]([N:8]([C:44]([O:46][C:47]([CH3:50])([CH3:49])[CH3:48])=[O:45])[C:9]1[C:18]2[C:13](=[CH:14][C:15]([NH:19][CH:20]([C:24]3[CH:29]=[CH:28][C:27]([CH2:30][CH2:31][NH:32][S:33]([C:36]4[CH:41]=[CH:40][CH:39]=[C:38]([C:42]#[N:43])[CH:37]=4)(=[O:35])=[O:34])=[CH:26][CH:25]=3)[C:21]([OH:23])=[O:22])=[CH:16][CH:17]=2)[CH:12]=[CH:11][N:10]=1)=[O:7])([CH3:4])([CH3:3])[CH3:2]. (3) The reactants are: [CH2:1]([C:3]1[N:4]([CH2:16][CH2:17][CH2:18][CH2:19][NH:20][CH:21]2[CH2:26][CH2:25][O:24][CH2:23][CH2:22]2)[C:5]2[C:14]3[CH:13]=[CH:12][CH:11]=[CH:10][C:9]=3[N:8]=[CH:7][C:6]=2[N:15]=1)[CH3:2].C(N(CC)CC)C.[C:34]([O:38][C:39](O[C:39]([O:38][C:34]([CH3:37])([CH3:36])[CH3:35])=[O:40])=[O:40])([CH3:37])([CH3:36])[CH3:35]. Given the product [CH2:1]([C:3]1[N:4]([CH2:16][CH2:17][CH2:18][CH2:19][N:20]([CH:21]2[CH2:26][CH2:25][O:24][CH2:23][CH2:22]2)[C:39](=[O:40])[O:38][C:34]([CH3:37])([CH3:36])[CH3:35])[C:5]2[C:14]3[CH:13]=[CH:12][CH:11]=[CH:10][C:9]=3[N:8]=[CH:7][C:6]=2[N:15]=1)[CH3:2], predict the reactants needed to synthesize it. (4) Given the product [C:1]([O:5][C:6]([N:7]1[CH2:20][CH2:21][O:22][CH:9]([C:10]2[CH:15]=[CH:14][C:13]([N+:16]([O-:18])=[O:17])=[CH:12][CH:11]=2)[CH2:8]1)=[O:23])([CH3:4])([CH3:3])[CH3:2], predict the reactants needed to synthesize it. The reactants are: [C:1]([O:5][C:6](=[O:23])[N:7]([CH2:20][CH2:21][OH:22])[CH2:8][CH:9](O)[C:10]1[CH:15]=[CH:14][C:13]([N+:16]([O-:18])=[O:17])=[CH:12][CH:11]=1)([CH3:4])([CH3:3])[CH3:2].C1(P(C2C=CC=CC=2)C2C=CC=CC=2)C=CC=CC=1.C(N(CC)CC)C.CC(OC(/N=N/C(OC(C)(C)C)=O)=O)(C)C. (5) Given the product [O:14]=[C:12]([C:9]1[CH:10]=[CH:11][C:6]([S:5][C:2]([F:4])([F:3])[F:1])=[CH:7][CH:8]=1)[CH2:13][C:15]([O:18][CH3:19])=[O:17], predict the reactants needed to synthesize it. The reactants are: [F:1][C:2]([S:5][C:6]1[CH:11]=[CH:10][C:9]([C:12](=[O:14])[CH3:13])=[CH:8][CH:7]=1)([F:4])[F:3].[C:15]([O:18][CH2:19]C)(=[O:17])C. (6) Given the product [C:47]([O:46][C@H:16]([CH2:15][O:14][C:1](=[O:13])[CH2:2][CH2:3][CH2:4][CH2:5][CH2:6][CH2:7][CH2:8][CH2:9][CH2:10][CH2:11][CH3:12])[CH2:17][S:18][CH2:19][C@@H:20]([C:21]([OH:23])=[O:22])[NH:28][C:29](=[O:30])[O:31][CH2:32][CH:33]1[C:45]2[CH:44]=[CH:43][CH:42]=[CH:41][C:40]=2[C:39]2[C:34]1=[CH:35][CH:36]=[CH:37][CH:38]=2)(=[O:59])[CH2:48][CH2:49][CH2:50][CH2:51][CH2:52][CH2:53][CH2:54][CH2:55][CH2:56][CH2:57][CH3:58], predict the reactants needed to synthesize it. The reactants are: [C:1]([O:14][CH2:15][C@@H:16]([O:46][C:47](=[O:59])[CH2:48][CH2:49][CH2:50][CH2:51][CH2:52][CH2:53][CH2:54][CH2:55][CH2:56][CH2:57][CH3:58])[CH2:17][S:18][CH2:19][C@H:20]([NH:28][C:29]([O:31][CH2:32][CH:33]1[C:45]2[CH:44]=[CH:43][CH:42]=[CH:41][C:40]=2[C:39]2[C:34]1=[CH:35][CH:36]=[CH:37][CH:38]=2)=[O:30])[C:21]([O:23]C(C)(C)C)=[O:22])(=[O:13])[CH2:2][CH2:3][CH2:4][CH2:5][CH2:6][CH2:7][CH2:8][CH2:9][CH2:10][CH2:11][CH3:12]. (7) Given the product [C:9]([O:13][C:14]([N:16]1[CH2:21][CH2:20][N:19]([C:2]2[C:7]([Cl:8])=[N:6][CH:5]=[CH:4][N:3]=2)[CH2:18][CH2:17]1)=[O:15])([CH3:12])([CH3:10])[CH3:11], predict the reactants needed to synthesize it. The reactants are: Cl[C:2]1[C:7]([Cl:8])=[N:6][CH:5]=[CH:4][N:3]=1.[C:9]([O:13][C:14]([N:16]1[CH2:21][CH2:20][NH:19][CH2:18][CH2:17]1)=[O:15])([CH3:12])([CH3:11])[CH3:10].C(=O)([O-])[O-].[K+].[K+].CN(C)C(=O)C. (8) Given the product [CH3:1][C:2]1[N:7]=[CH:6][C:5]([CH:8]([OH:9])[CH3:10])=[CH:4][N:3]=1, predict the reactants needed to synthesize it. The reactants are: [CH3:1][C:2]1[N:7]=[CH:6][C:5]([CH:8]=[O:9])=[CH:4][N:3]=1.[CH3:10][Mg]Br.